The task is: Predict the reactants needed to synthesize the given product.. This data is from Full USPTO retrosynthesis dataset with 1.9M reactions from patents (1976-2016). (1) Given the product [OH:1][CH2:2][CH:3]1[CH:7]([CH2:8][OH:9])[O:6][N:5]=[C:4]1[C:10]1[CH:15]=[CH:14][N:13]=[CH:12][C:11]=1[OH:16], predict the reactants needed to synthesize it. The reactants are: [OH:1][CH2:2][CH:3]1[CH:7]([CH2:8][OH:9])[O:6][N:5]=[C:4]1[C:10]1[CH:15]=[CH:14][N:13]=[CH:12][C:11]=1[O:16]COC. (2) Given the product [Cl:3][C:4]1[CH:5]=[C:6]([C@@H:10]([OH:15])[CH2:11][OH:12])[CH:7]=[CH:8][CH:9]=1, predict the reactants needed to synthesize it. The reactants are: [BH4-].[Na+].[Cl:3][C:4]1[CH:5]=[C:6]([C@@H:10]([OH:15])[C:11](OC)=[O:12])[CH:7]=[CH:8][CH:9]=1.[Cl-].[NH4+]. (3) Given the product [NH2:1][C:2]1[C:11]2[C:6](=[C:7]([C:23]3[CH:24]=[N:25][C:26]([O:27][CH3:28])=[C:21]([F:20])[CH:22]=3)[C:8]([F:12])=[CH:9][CH:10]=2)[N:5]=[N:4][C:3]=1[C:14]([NH:16][CH:17]1[CH2:19][CH2:18]1)=[O:15], predict the reactants needed to synthesize it. The reactants are: [NH2:1][C:2]1[C:11]2[C:6](=[C:7](I)[C:8]([F:12])=[CH:9][CH:10]=2)[N:5]=[N:4][C:3]=1[C:14]([NH:16][CH:17]1[CH2:19][CH2:18]1)=[O:15].[F:20][C:21]1[CH:22]=[C:23](B(O)O)[CH:24]=[N:25][C:26]=1[O:27][CH3:28]. (4) Given the product [CH:1]1[C:11]2[CH2:10][CH2:9][C:8]3[CH:12]=[CH:13][CH:14]=[CH:15][C:7]=3[C:6](=[CH:16][C:17]3[CH:18]=[C:19]([NH:23][S:27]([CH2:26][CH:25]([CH3:31])[CH3:24])(=[O:29])=[O:28])[CH:20]=[CH:21][CH:22]=3)[C:5]=2[CH:4]=[CH:3][CH:2]=1, predict the reactants needed to synthesize it. The reactants are: [CH:1]1[C:11]2[CH2:10][CH2:9][C:8]3[CH:12]=[CH:13][CH:14]=[CH:15][C:7]=3[C:6](=[CH:16][C:17]3[CH:18]=[C:19]([NH2:23])[CH:20]=[CH:21][CH:22]=3)[C:5]=2[CH:4]=[CH:3][CH:2]=1.[CH3:24][CH:25]([CH3:31])[CH2:26][S:27](Cl)(=[O:29])=[O:28]. (5) Given the product [Cl:1][C:2]1[C:3]([NH:15][CH:16]2[CH2:24][CH2:23][CH:22]3[CH:18]([CH2:19][N:20]([C:28](=[O:29])[CH2:27][C:25]#[N:26])[CH2:21]3)[CH2:17]2)=[N:4][C:5]([NH:8][C:9]2[CH:10]=[N:11][N:12]([CH3:14])[CH:13]=2)=[N:6][CH:7]=1, predict the reactants needed to synthesize it. The reactants are: [Cl:1][C:2]1[C:3]([NH:15][CH:16]2[CH2:24][CH2:23][CH:22]3[CH:18]([CH2:19][NH:20][CH2:21]3)[CH2:17]2)=[N:4][C:5]([NH:8][C:9]2[CH:10]=[N:11][N:12]([CH3:14])[CH:13]=2)=[N:6][CH:7]=1.[C:25]([CH2:27][C:28](O)=[O:29])#[N:26].CCN=C=NCCCN(C)C.C1C=NC2N(O)N=NC=2C=1. (6) Given the product [Br:1][C:2]1[CH:3]=[C:4]2[C:8](=[CH:9][CH:10]=1)[N:7]([C:14]1[CH:21]=[CH:20][C:17]([C:18]#[N:19])=[CH:16][CH:15]=1)[CH:6]=[CH:5]2, predict the reactants needed to synthesize it. The reactants are: [Br:1][C:2]1[CH:3]=[C:4]2[C:8](=[CH:9][CH:10]=1)[NH:7][CH:6]=[CH:5]2.[H-].[Na+].F[C:14]1[CH:21]=[CH:20][C:17]([C:18]#[N:19])=[CH:16][CH:15]=1. (7) Given the product [C:1]1([CH:7]([C:13]2[C:18](=[O:19])[C:17]([CH3:20])=[C:16]([CH3:21])[C:15](=[O:22])[C:14]=2[CH3:23])[CH2:8][CH2:9][C:10]([O:12][CH2:30][CH2:29][CH2:28][CH2:27][O:26][N+:24]([O-:32])=[O:25])=[O:11])[CH:6]=[CH:5][CH:4]=[CH:3][CH:2]=1, predict the reactants needed to synthesize it. The reactants are: [C:1]1([CH:7]([C:13]2[C:18](=[O:19])[C:17]([CH3:20])=[C:16]([CH3:21])[C:15](=[O:22])[C:14]=2[CH3:23])[CH2:8][CH2:9][C:10]([OH:12])=[O:11])[CH:6]=[CH:5][CH:4]=[CH:3][CH:2]=1.[N+:24]([O-:32])([O:26][CH2:27][CH2:28][CH2:29][CH2:30]O)=[O:25].C(N=C=NCCCN(C)C)C. (8) Given the product [N:1]1([CH2:6][C@@H:7]2[C@H:10]([NH:11][C:12](=[O:48])/[C:13](=[N:27]\[O:28][C:29]3([C:32]([OH:34])=[O:33])[CH2:30][CH2:31]3)/[C:14]3[N:15]=[C:16]([NH2:19])[S:17][CH:18]=3)[C:9](=[O:49])[N:8]2[S:50]([OH:53])(=[O:51])=[O:52])[CH:5]=[N:4][CH:3]=[N:2]1, predict the reactants needed to synthesize it. The reactants are: [N:1]1([CH2:6][C@@H:7]2[C@H:10]([NH:11][C:12](=[O:48])/[C:13](=[N:27]\[O:28][C:29]3([C:32]([O:34]C(C4C=CC=CC=4)C4C=CC=CC=4)=[O:33])[CH2:31][CH2:30]3)/[C:14]3[N:15]=[C:16]([NH:19]C(OC(C)(C)C)=O)[S:17][CH:18]=3)[C:9](=[O:49])[N:8]2[S:50]([OH:53])(=[O:52])=[O:51])[CH:5]=[N:4][CH:3]=[N:2]1.C(O)(C(F)(F)F)=O. (9) Given the product [CH2:23]1[C:24]2[C:20](=[CH:19][C:18]([NH:17][C:2]3[NH:7][C:6](=[O:8])[N:5]([CH2:9][CH:10]4[CH2:15][CH2:14][NH:13][CH2:12][CH2:11]4)[C:4](=[O:16])[CH:3]=3)=[CH:26][CH:25]=2)[CH2:21][CH2:22]1, predict the reactants needed to synthesize it. The reactants are: Cl[C:2]1[NH:7][C:6](=[O:8])[N:5]([CH2:9][CH:10]2[CH2:15][CH2:14][NH:13][CH2:12][CH2:11]2)[C:4](=[O:16])[CH:3]=1.[NH2:17][C:18]1[CH:19]=[C:20]2[C:24](=[CH:25][CH:26]=1)[CH2:23][CH2:22][CH2:21]2.ClCCl.CO.